From a dataset of Full USPTO retrosynthesis dataset with 1.9M reactions from patents (1976-2016). Predict the reactants needed to synthesize the given product. (1) Given the product [OH:3][C:4]1[C:13]2[C:8](=[C:9]([C:14]([F:16])([F:15])[F:17])[CH:10]=[CH:11][CH:12]=2)[N:7]=[CH:6][C:5]=1[C:18]([C:19]1[CH:24]=[CH:23][CH:22]=[CH:21][CH:20]=1)=[O:25], predict the reactants needed to synthesize it. The reactants are: C([O:3][C:4](=O)[C:5]([C:18](=[O:25])[C:19]1[CH:24]=[CH:23][CH:22]=[CH:21][CH:20]=1)=[CH:6][NH:7][C:8]1[CH:13]=[CH:12][CH:11]=[CH:10][C:9]=1[C:14]([F:17])([F:16])[F:15])C. (2) Given the product [F:36][C:33]1[CH:34]=[C:35]2[C:30]([CH2:29][CH2:28][N:27]2[CH:24]2[CH2:25][CH2:26][N:21]([C:18]3[N:19]=[N:20][C:15]([C:6]4[CH:7]=[CH:8][C:3]([C:2]([F:13])([F:12])[F:1])=[CH:4][CH:5]=4)=[CH:16][CH:17]=3)[CH2:22][CH2:23]2)=[CH:31][CH:32]=1, predict the reactants needed to synthesize it. The reactants are: [F:1][C:2]([F:13])([F:12])[C:3]1[CH:8]=[CH:7][C:6](B(O)O)=[CH:5][CH:4]=1.Cl[C:15]1[N:20]=[N:19][C:18]([N:21]2[CH2:26][CH2:25][CH:24]([N:27]3[C:35]4[C:30](=[CH:31][CH:32]=[C:33]([F:36])[CH:34]=4)[CH2:29][CH2:28]3)[CH2:23][CH2:22]2)=[CH:17][CH:16]=1. (3) Given the product [Cl:8][C:4]1[CH:3]=[C:2]([C:18]2([OH:21])[C:19]3[C:14](=[CH:13][CH:12]=[C:11]([O:10][CH3:9])[CH:20]=3)[CH2:15][CH2:16][CH2:17]2)[CH:7]=[CH:6][CH:5]=1, predict the reactants needed to synthesize it. The reactants are: Br[C:2]1[CH:3]=[C:4]([Cl:8])[CH:5]=[CH:6][CH:7]=1.[CH3:9][O:10][C:11]1[CH:20]=[C:19]2[C:14]([CH2:15][CH2:16][CH2:17][C:18]2=[O:21])=[CH:13][CH:12]=1.Cl. (4) Given the product [CH3:23][N:18]1[C@H:19]([CH3:22])[CH2:20][CH2:21][N:16]2[C:15](=[O:25])[N:14]=[C:13]([O:11][CH2:10][C:4]3[CH:3]=[C:2]([F:1])[C:7]([F:8])=[C:6]([F:9])[CH:5]=3)[CH:24]=[C:17]12, predict the reactants needed to synthesize it. The reactants are: [F:1][C:2]1[CH:3]=[C:4]([CH2:10][OH:11])[CH:5]=[C:6]([F:9])[C:7]=1[F:8].Cl[C:13]1[CH:24]=[C:17]2[N:18]([CH3:23])[C@H:19]([CH3:22])[CH2:20][CH2:21][N:16]2[C:15](=[O:25])[N:14]=1. (5) Given the product [Br:1][C:2]1[CH:3]=[CH:4][CH:5]=[C:6]2[C:10]=1[N:9]([CH2:18][CH2:17][C:11]1[CH:16]=[CH:15][CH:14]=[CH:13][CH:12]=1)[CH2:8][CH2:7]2, predict the reactants needed to synthesize it. The reactants are: [Br:1][C:2]1[CH:3]=[CH:4][CH:5]=[C:6]2[C:10]=1[NH:9][CH2:8][CH2:7]2.[C:11]1([CH2:17][CH2:18]Br)[CH:16]=[CH:15][CH:14]=[CH:13][CH:12]=1.C([O-])([O-])=O.[K+].[K+]. (6) The reactants are: Br[C:2]1[CH:3]=[CH:4][C:5]2[NH:11][C:10](=[O:12])[CH2:9][O:8][C:7]([CH3:14])([CH3:13])[C:6]=2[CH:15]=1.Br[C:17]1[CH:18]=[C:19]([F:24])[CH:20]=[C:21]([Cl:23])[CH:22]=1. Given the product [CH3:13][C:7]1([CH3:14])[O:8][CH2:9][C:10](=[O:12])[NH:11][C:5]2[CH:4]=[CH:3][C:2]([C:17]3[CH:22]=[C:21]([Cl:23])[CH:20]=[C:19]([F:24])[CH:18]=3)=[CH:15][C:6]1=2, predict the reactants needed to synthesize it.